From a dataset of Catalyst prediction with 721,799 reactions and 888 catalyst types from USPTO. Predict which catalyst facilitates the given reaction. Reactant: [BH-](OC(C)=O)(OC(C)=O)OC(C)=O.[Na+].[NH:15]1[CH2:19][CH2:18][CH2:17][CH2:16]1.[OH:20][C:21]1[C:30]2[C:25](=[CH:26][CH:27]=[CH:28][CH:29]=2)[C:24]([CH:31]=O)=[CH:23][CH:22]=1.Cl. Product: [N:15]1([CH2:31][C:24]2[C:25]3[C:30](=[CH:29][CH:28]=[CH:27][CH:26]=3)[C:21]([OH:20])=[CH:22][CH:23]=2)[CH2:19][CH2:18][CH2:17][CH2:16]1. The catalyst class is: 28.